From a dataset of Forward reaction prediction with 1.9M reactions from USPTO patents (1976-2016). Predict the product of the given reaction. (1) Given the reactants [Br:1][C:2]1[CH:7]=[CH:6][C:5]([CH3:8])=[CH:4][C:3]=1[CH3:9].[N+:10]([O-])([OH:12])=[O:11], predict the reaction product. The product is: [Br:1][C:2]1[CH:7]=[C:6]([N+:10]([O-:12])=[O:11])[C:5]([CH3:8])=[CH:4][C:3]=1[CH3:9]. (2) Given the reactants [NH2:1][C:2]1[N:7]([CH2:8][C:9]2[CH:14]=[CH:13][CH:12]=[CH:11][CH:10]=2)[C:6](=[O:15])[NH:5][C:4](=[O:16])[C:3]=1[NH:17][CH3:18].[H-].[Na+].[C:21]([O:24][C@H:25]([CH3:31])[CH2:26][CH2:27][CH2:28][CH2:29]Cl)(=[O:23])[CH3:22], predict the reaction product. The product is: [C:21]([O:24][C@H:25]([CH3:31])[CH2:26][CH2:27][CH2:28][CH2:29][N:5]1[C:4](=[O:16])[C:3]([NH:17][CH3:18])=[C:2]([NH2:1])[N:7]([CH2:8][C:9]2[CH:14]=[CH:13][CH:12]=[CH:11][CH:10]=2)[C:6]1=[O:15])(=[O:23])[CH3:22]. (3) Given the reactants [CH2:1]([O:8][C:9]1[CH:10]=[CH:11][C:12]2[O:16][C:15]([CH:17]([NH:21][C:22]3[CH:23]=[CH:24][C:25]([C:28]([N:30]([CH3:38])[CH2:31][CH2:32][C:33]([O:35]CC)=[O:34])=[O:29])=[N:26][CH:27]=3)[CH:18]([CH3:20])[CH3:19])=[C:14]([CH3:39])[C:13]=2[CH:40]=1)[C:2]1[CH:7]=[CH:6][CH:5]=[CH:4][CH:3]=1.[OH-].[Na+], predict the reaction product. The product is: [CH2:1]([O:8][C:9]1[CH:10]=[CH:11][C:12]2[O:16][C:15]([CH:17]([NH:21][C:22]3[CH:23]=[CH:24][C:25]([C:28]([N:30]([CH3:38])[CH2:31][CH2:32][C:33]([OH:35])=[O:34])=[O:29])=[N:26][CH:27]=3)[CH:18]([CH3:19])[CH3:20])=[C:14]([CH3:39])[C:13]=2[CH:40]=1)[C:2]1[CH:3]=[CH:4][CH:5]=[CH:6][CH:7]=1. (4) Given the reactants C([O:8][C:9]1[CH:28]=[CH:27][C:12]([C:13]([O:15][C@@H:16]([C:23]([F:26])([F:25])[F:24])[CH2:17][CH2:18][CH2:19][CH2:20][CH2:21][CH3:22])=[O:14])=[CH:11][CH:10]=1)C1C=CC=CC=1, predict the reaction product. The product is: [OH:8][C:9]1[CH:10]=[CH:11][C:12]([C:13]([O:15][C@@H:16]([C:23]([F:24])([F:25])[F:26])[CH2:17][CH2:18][CH2:19][CH2:20][CH2:21][CH3:22])=[O:14])=[CH:27][CH:28]=1. (5) Given the reactants [N:1]1([C:7](=[S:9])[NH2:8])[CH2:6][CH2:5][NH:4][CH2:3][CH2:2]1.Br[CH2:11][C:12](=O)[C:13]([F:16])([F:15])[F:14].CO.ClCCl, predict the reaction product. The product is: [F:14][C:13]([F:16])([F:15])[C:12]1[N:8]=[C:7]([N:1]2[CH2:6][CH2:5][NH:4][CH2:3][CH2:2]2)[S:9][CH:11]=1. (6) Given the reactants O[C:2]1[C:7]([C:8]#[N:9])=[C:6]([O:10][CH3:11])[N:5]=[C:4]([CH3:12])[CH:3]=1.[Cl:13]P(Cl)(Cl)(Cl)Cl.P(Cl)(Cl)(Cl)=O.CN(C)C=O, predict the reaction product. The product is: [Cl:13][C:2]1[C:7]([C:8]#[N:9])=[C:6]([O:10][CH3:11])[N:5]=[C:4]([CH3:12])[CH:3]=1.